Dataset: Catalyst prediction with 721,799 reactions and 888 catalyst types from USPTO. Task: Predict which catalyst facilitates the given reaction. (1) Reactant: [Si:1]([O:8][CH:9]1[C:17]2[C:12](=[CH:13][C:14]([S:18](CCC(OC)=O)(=[O:20])=[O:19])=[CH:15][CH:16]=2)[CH2:11][CH2:10]1)([C:4]([CH3:7])([CH3:6])[CH3:5])([CH3:3])[CH3:2].C[O-].[Na+].C1C(=O)N([Cl:37])C(=O)C1. Product: [Si:1]([O:8][CH:9]1[C:17]2[C:12](=[CH:13][C:14]([S:18]([Cl:37])(=[O:20])=[O:19])=[CH:15][CH:16]=2)[CH2:11][CH2:10]1)([C:4]([CH3:7])([CH3:6])[CH3:5])([CH3:3])[CH3:2]. The catalyst class is: 1. (2) Reactant: [CH3:1][S:2](Cl)(=[O:4])=[O:3].[N:6]1[N:10]2[CH:11]=[CH:12][CH:13]=[CH:14][C:9]2=[CH:8][C:7]=1[CH2:15][OH:16].C(N(CC)CC)C. Product: [N:6]1[N:10]2[CH:11]=[CH:12][CH:13]=[CH:14][C:9]2=[CH:8][C:7]=1[CH2:15][O:16][S:2]([CH3:1])(=[O:4])=[O:3]. The catalyst class is: 4. (3) Reactant: Br[C:2]1[CH:3]=[C:4]([CH:8]=[C:9]([S:11]([F:16])([F:15])([F:14])([F:13])[F:12])[CH:10]=1)[C:5]([OH:7])=[O:6].[CH3:17][C:18]([CH3:20])=[O:19].Cl. Product: [OH:19][C:18]([C:2]1[CH:3]=[C:4]([CH:8]=[C:9]([S:11]([F:16])([F:15])([F:14])([F:13])[F:12])[CH:10]=1)[C:5]([OH:7])=[O:6])([CH3:20])[CH3:17]. The catalyst class is: 1.